From a dataset of Peptide-MHC class II binding affinity with 134,281 pairs from IEDB. Regression. Given a peptide amino acid sequence and an MHC pseudo amino acid sequence, predict their binding affinity value. This is MHC class II binding data. (1) The peptide sequence is TSKLDAAYKLAYKTA. The MHC is DRB1_0701 with pseudo-sequence DRB1_0701. The binding affinity (normalized) is 0.410. (2) The peptide sequence is SPKGISRMSMAMGTM. The MHC is DRB1_0301 with pseudo-sequence DRB1_0301. The binding affinity (normalized) is 0.213. (3) The peptide sequence is IDLTKIDRCFQLRGNG. The MHC is DRB4_0101 with pseudo-sequence DRB4_0103. The binding affinity (normalized) is 0.526. (4) The peptide sequence is LDSSDTIWMDIEGPP. The MHC is DRB4_0101 with pseudo-sequence DRB4_0103. The binding affinity (normalized) is 0.117.